This data is from Full USPTO retrosynthesis dataset with 1.9M reactions from patents (1976-2016). The task is: Predict the reactants needed to synthesize the given product. (1) Given the product [CH:1]1([C:4]2[CH:5]=[N:6][C:7]([NH:14][C:15]3[CH:24]=[CH:23][CH:22]=[C:21]4[C:16]=3[CH:17]=[CH:18][N:19]=[C:20]4[N:25]3[CH2:30][CH2:29][CH2:28][CH2:27][CH2:26]3)=[C:8]([CH:13]=2)[C:9]([OH:11])=[O:10])[CH2:2][CH2:3]1, predict the reactants needed to synthesize it. The reactants are: [CH:1]1([C:4]2[CH:5]=[N:6][C:7]([NH:14][C:15]3[CH:24]=[CH:23][CH:22]=[C:21]4[C:16]=3[CH:17]=[CH:18][N:19]=[C:20]4[N:25]3[CH2:30][CH2:29][CH2:28][CH2:27][CH2:26]3)=[C:8]([CH:13]=2)[C:9]([O:11]C)=[O:10])[CH2:3][CH2:2]1.[OH-].[Na+]. (2) Given the product [F:21][C@@H:19]1[CH2:20][N:16]([C:14](=[O:15])[CH2:13][NH:12][C:7]23[CH2:6][CH2:5][C:4]([C:1]([NH:29][CH2:24][CH2:25][CH:26]([CH3:28])[CH3:27])=[O:3])([CH2:11][CH2:10]2)[CH2:9][CH2:8]3)[C@H:17]([C:22]#[N:23])[CH2:18]1, predict the reactants needed to synthesize it. The reactants are: [C:1]([C:4]12[CH2:11][CH2:10][C:7]([NH:12][CH2:13][C:14]([N:16]3[CH2:20][C@@H:19]([F:21])[CH2:18][C@H:17]3[C:22]#[N:23])=[O:15])([CH2:8][CH2:9]1)[CH2:6][CH2:5]2)([OH:3])=O.[CH2:24]([NH2:29])[CH2:25][CH:26]([CH3:28])[CH3:27]. (3) Given the product [NH2:1][C:2]1[CH:7]=[C:6]([B:9]([OH:13])[OH:10])[CH:5]=[CH:4][N:3]=1, predict the reactants needed to synthesize it. The reactants are: [NH2:1][C:2]1[CH:7]=[C:6](Cl)[CH:5]=[CH:4][N:3]=1.[B:9]1(B2OC(C)(C)C(C)(C)O2)[O:13]C(C)(C)C(C)(C)[O:10]1.C1(P(C2CCCCC2)C2C=CC=CC=2C2C(OC)=CC=CC=2OC)CCCCC1.C([O-])(=O)C.[K+]. (4) Given the product [Cl:19][C:15]1[CH:14]=[CH:13][C:12]2[C:17](=[CH:18][C:9]([CH2:8][N:5]3[CH2:6][CH2:7][C@H:3]([NH:2][S:30]([C:28]4[S:27][C:26]5[CH:34]=[C:22]([Cl:21])[CH:23]=[CH:24][C:25]=5[CH:29]=4)(=[O:32])=[O:31])[C:4]3=[O:20])=[CH:10][CH:11]=2)[N:16]=1, predict the reactants needed to synthesize it. The reactants are: Cl.[NH2:2][C@H:3]1[CH2:7][CH2:6][N:5]([CH2:8][C:9]2[CH:18]=[C:17]3[C:12]([CH:13]=[CH:14][C:15]([Cl:19])=[N:16]3)=[CH:11][CH:10]=2)[C:4]1=[O:20].[Cl:21][C:22]1[CH:23]=[CH:24][C:25]2[CH:29]=[C:28]([S:30](Cl)(=[O:32])=[O:31])[S:27][C:26]=2[CH:34]=1.COC1C=C2C(C=CC(S(Cl)(=O)=O)=C2)=CC=1. (5) Given the product [CH3:1][O:2][C:3]1[CH:4]=[C:5]([CH:11]=[CH:12][C:13]2[O:15][N:25]=[C:18]([CH2:19][CH2:20][CH2:21][CH2:22][CH2:23][CH3:24])[N:17]=2)[CH:6]=[CH:7][C:8]=1[O:9][CH3:10], predict the reactants needed to synthesize it. The reactants are: [CH3:1][O:2][C:3]1[CH:4]=[C:5]([CH:11]=[CH:12][C:13]([OH:15])=O)[CH:6]=[CH:7][C:8]=1[O:9][CH3:10].O[NH:17][C:18](=[NH:25])[CH2:19][CH2:20][CH2:21][CH2:22][CH2:23][CH3:24]. (6) Given the product [F:36][C:30]1[CH:31]=[CH:32][CH:33]=[C:34]([F:35])[C:29]=1[C:9]1[NH:8][C:16]2[CH2:15][CH2:14][N:13]([C:17]3[CH:18]=[N:19][C:20]([S:24]([CH3:27])(=[O:26])=[O:25])=[CH:21][C:22]=3[CH3:23])[CH:12]([CH3:28])[C:11]=2[CH:10]=1, predict the reactants needed to synthesize it. The reactants are: C(OC([N:8]1[C:16]2[CH2:15][CH2:14][N:13]([C:17]3[CH:18]=[N:19][C:20]([S:24]([CH3:27])(=[O:26])=[O:25])=[CH:21][C:22]=3[CH3:23])[CH:12]([CH3:28])[C:11]=2[CH:10]=[C:9]1[C:29]1[C:34]([F:35])=[CH:33][CH:32]=[CH:31][C:30]=1[F:36])=O)(C)(C)C.C([O-])([O-])=O.[K+].[K+]. (7) Given the product [OH:1][C@@H:3]1[C@@H:2]([N:23]2[CH2:28][CH2:27][NH:26][CH2:25][CH2:24]2)[CH2:19][C@@:18]2([CH3:20])[CH:5]([CH2:6][CH2:7][C@@H:8]3[C@@H:17]2[CH2:16][CH2:15][C@@:13]2([CH3:14])[C@H:9]3[CH2:10][CH2:11][C:12]2=[O:21])[CH2:4]1, predict the reactants needed to synthesize it. The reactants are: [O:1]1[C@H:3]2[CH2:4][CH:5]3[C@:18]([CH3:20])([CH2:19][C@@H:2]12)[C@@H:17]1[C@H:8]([C@H:9]2[C@@:13]([CH2:15][CH2:16]1)([CH3:14])[C:12](=[O:21])[CH2:11][CH2:10]2)[CH2:7][CH2:6]3.O.[NH:23]1[CH2:28][CH2:27][NH:26][CH2:25][CH2:24]1.